From a dataset of Full USPTO retrosynthesis dataset with 1.9M reactions from patents (1976-2016). Predict the reactants needed to synthesize the given product. (1) Given the product [NH2:1][C:2]1[C:3]([C:23]2[CH:24]=[CH:25][C:20]([F:19])=[CH:21][CH:22]=2)=[CH:4][C:5]([C:6]([O:8][CH3:9])=[O:7])=[CH:10][C:11]=1[NH:12][CH2:13][C:14]([OH:17])([CH3:16])[CH3:15], predict the reactants needed to synthesize it. The reactants are: [NH2:1][C:2]1[C:11]([NH:12][CH2:13][C:14]([OH:17])([CH3:16])[CH3:15])=[CH:10][C:5]([C:6]([O:8][CH3:9])=[O:7])=[CH:4][C:3]=1Br.[F:19][C:20]1[CH:25]=[CH:24][C:23](B(O)O)=[CH:22][CH:21]=1.CN(C=O)C.C(NC(C)C)(C)C. (2) Given the product [C:1]([O:5][C:6]([NH:8][CH2:9][C@H:10]1[CH2:11][CH2:12][C@H:13]([C:16]([NH:18][C@H:19]([C:37](=[O:57])[NH:38][C:39]2[CH:40]=[CH:41][C:42]([C:45]3[NH:49][N:48]=[C:47]([C:50]([F:56])([F:55])[C:51]([F:54])([F:53])[F:52])[N:46]=3)=[CH:43][CH:44]=2)[CH2:20][C:21]2[CH:22]=[CH:23][C:24]([C:27]3[CH:32]=[CH:31][C:30]([C:33]([NH:58][C@@H:59]4[CH2:63][CH2:62][N:61]([C:64]([O:66][C:67]([CH3:70])([CH3:69])[CH3:68])=[O:65])[CH2:60]4)=[O:34])=[CH:29][C:28]=3[CH3:36])=[CH:25][CH:26]=2)=[O:17])[CH2:14][CH2:15]1)=[O:7])([CH3:3])([CH3:4])[CH3:2], predict the reactants needed to synthesize it. The reactants are: [C:1]([O:5][C:6]([NH:8][CH2:9][C@H:10]1[CH2:15][CH2:14][C@H:13]([C:16]([NH:18][C@H:19]([C:37](=[O:57])[NH:38][C:39]2[CH:44]=[CH:43][C:42]([C:45]3[NH:49][N:48]=[C:47]([C:50]([F:56])([F:55])[C:51]([F:54])([F:53])[F:52])[N:46]=3)=[CH:41][CH:40]=2)[CH2:20][C:21]2[CH:26]=[CH:25][C:24]([C:27]3[CH:32]=[CH:31][C:30]([C:33](O)=[O:34])=[CH:29][C:28]=3[CH3:36])=[CH:23][CH:22]=2)=[O:17])[CH2:12][CH2:11]1)=[O:7])([CH3:4])([CH3:3])[CH3:2].[NH2:58][C@@H:59]1[CH2:63][CH2:62][N:61]([C:64]([O:66][C:67]([CH3:70])([CH3:69])[CH3:68])=[O:65])[CH2:60]1.C(N(CC)C(C)C)(C)C.F[P-](F)(F)(F)(F)F.CN(C(ON1C2=NC=CC=C2N=N1)=[N+](C)C)C. (3) Given the product [Cl:28][C:23]1[CH:22]=[C:21]([C:12]([NH:11][CH:1]=[O:2])([CH2:18][CH:19]=[CH2:20])[C:13]([O:15][CH2:16][CH3:17])=[O:14])[CH:26]=[CH:25][C:24]=1[Cl:27], predict the reactants needed to synthesize it. The reactants are: [CH:1](O)=[O:2].C(OC(=O)C)(=O)C.[NH2:11][C:12]([C:21]1[CH:26]=[CH:25][C:24]([Cl:27])=[C:23]([Cl:28])[CH:22]=1)([CH2:18][CH:19]=[CH2:20])[C:13]([O:15][CH2:16][CH3:17])=[O:14]. (4) Given the product [N:13]1[C:14]2[C:19](=[CH:18][CH:17]=[CH:16][CH:15]=2)[CH:20]=[C:11]([NH:10][C:4]2[C:5]3[CH2:9][N:8]([CH2:27][CH:24]4[CH2:25][CH2:26][O:21][CH2:22][CH2:23]4)[CH2:7][C:6]=3[N:1]=[CH:2][N:3]=2)[CH:12]=1, predict the reactants needed to synthesize it. The reactants are: [N:1]1[C:6]2[CH2:7][NH:8][CH2:9][C:5]=2[C:4]([NH:10][C:11]2[CH:12]=[N:13][C:14]3[C:19]([CH:20]=2)=[CH:18][CH:17]=[CH:16][CH:15]=3)=[N:3][CH:2]=1.[O:21]1[CH2:26][CH2:25][CH:24]([CH:27]=O)[CH2:23][CH2:22]1.C(O)(=O)C.CS(C)=O.C(O[BH-](OC(=O)C)OC(=O)C)(=O)C.[Na+]. (5) The reactants are: [OH-].[Na+].[NH:3]1[CH:7]=[CH:6][CH:5]=[N:4]1.[Br:8][C:9]1[CH:14]=[CH:13][CH:12]=[CH:11][C:10]=1[C:15]1[CH:20]=[CH:19][C:18]([CH2:21]OS(C)(=O)=O)=[CH:17][CH:16]=1. Given the product [Br:8][C:9]1[CH:14]=[CH:13][CH:12]=[CH:11][C:10]=1[C:15]1[CH:16]=[CH:17][C:18]([CH2:21][N:3]2[CH:7]=[CH:6][CH:5]=[N:4]2)=[CH:19][CH:20]=1, predict the reactants needed to synthesize it.